This data is from Full USPTO retrosynthesis dataset with 1.9M reactions from patents (1976-2016). The task is: Predict the reactants needed to synthesize the given product. (1) The reactants are: Cl.[F:2][C:3]([F:35])([C:22]1[CH:27]=[CH:26][C:25]([C:28]2[CH:33]=[CH:32][C:31]([F:34])=[CH:30][N:29]=2)=[CH:24][CH:23]=1)[C:4]([C:6]1[N:7](S(N(C)C)(=O)=O)[CH:8]=[C:9]([CH2:11][C:12]([CH3:15])([CH3:14])[CH3:13])[N:10]=1)=[O:5].C[OH:37]. Given the product [CH3:14][C:12]([CH3:13])([CH3:15])[CH2:11][C:9]1[N:10]=[C:6]([C:4]([OH:5])([OH:37])[C:3]([F:2])([F:35])[C:22]2[CH:23]=[CH:24][C:25]([C:28]3[CH:33]=[CH:32][C:31]([F:34])=[CH:30][N:29]=3)=[CH:26][CH:27]=2)[NH:7][CH:8]=1, predict the reactants needed to synthesize it. (2) Given the product [ClH:1].[ClH:1].[Cl:1][C:2]1[C:3]2[S:10][C:9]([C:11]3[CH2:12][CH2:13][NH:14][CH2:15][CH:16]=3)=[CH:8][C:4]=2[N:5]=[CH:6][N:7]=1, predict the reactants needed to synthesize it. The reactants are: [Cl:1][C:2]1[C:3]2[S:10][C:9]([C:11]3[CH2:12][CH2:13][N:14](C(OC(C)(C)C)=O)[CH2:15][CH:16]=3)=[CH:8][C:4]=2[N:5]=[CH:6][N:7]=1. (3) Given the product [CH3:1][C:2]1([CH3:13])[C:10]2[C:5](=[CH:6][CH:7]=[CH:8][CH:9]=2)[CH:4]([NH2:11])[CH2:3]1, predict the reactants needed to synthesize it. The reactants are: [CH3:1][C:2]1([CH3:13])[C:10]2[C:5](=[CH:6][CH:7]=[CH:8][CH:9]=2)[C:4](=[N:11]O)[CH2:3]1.